This data is from Reaction yield outcomes from USPTO patents with 853,638 reactions. The task is: Predict the reaction yield, written as a fraction of the theoretical maximum amount of product (1.0 means a 100% yield; for example, 0.34 means a 34% yield). The reactants are [Br:1][C:2]1[CH:3]=[CH:4][C:5]([O:9][C:10]([F:13])([F:12])[F:11])=[C:6]([NH2:8])[CH:7]=1.[N:14]#[C:15][NH2:16].Cl. The catalyst is CCO.O. The product is [Br:1][C:2]1[CH:3]=[CH:4][C:5]([O:9][C:10]([F:11])([F:12])[F:13])=[C:6]([NH:8][C:15]([NH2:16])=[NH:14])[CH:7]=1. The yield is 0.890.